This data is from Reaction yield outcomes from USPTO patents with 853,638 reactions. The task is: Predict the reaction yield, written as a fraction of the theoretical maximum amount of product (1.0 means a 100% yield; for example, 0.34 means a 34% yield). (1) The reactants are [C:1]([N:4]1[C:12]2[C:7](=[CH:8][CH:9]=[C:10]([NH2:13])[CH:11]=2)[CH2:6][CH2:5]1)(=[O:3])[CH3:2].[F:14][C:15]([F:33])([F:32])[C:16]([C:19]1[CH:28]=[CH:27][C:26]2[CH2:25][C@H:24]([C:29](O)=[O:30])[CH2:23][CH2:22][C:21]=2[N:20]=1)([CH3:18])[CH3:17].CN(C(ON1N=NC2C=CC=NC1=2)=[N+](C)C)C.F[P-](F)(F)(F)(F)F.C(N(CC)C(C)C)(C)C. The catalyst is CN1C(=O)CCC1. The product is [C:1]([N:4]1[C:12]2[C:7](=[CH:8][CH:9]=[C:10]([NH:13][C:29]([CH:24]3[CH2:23][CH2:22][C:21]4[N:20]=[C:19]([C:16]([CH3:18])([CH3:17])[C:15]([F:33])([F:32])[F:14])[CH:28]=[CH:27][C:26]=4[CH2:25]3)=[O:30])[CH:11]=2)[CH2:6][CH2:5]1)(=[O:3])[CH3:2]. The yield is 0.640. (2) The reactants are [F:1][C:2]([F:15])([F:14])[C:3]1[NH:12][C:11](=O)[C:10]2[C:5](=[CH:6][CH:7]=[CH:8][CH:9]=2)[N:4]=1.P(Cl)(Cl)([Cl:18])=O. The catalyst is CN(C=O)C. The product is [Cl:18][C:11]1[C:10]2[C:5](=[CH:6][CH:7]=[CH:8][CH:9]=2)[N:4]=[C:3]([C:2]([F:15])([F:14])[F:1])[N:12]=1. The yield is 0.610. (3) The reactants are [CH2:1]([O:8][C:9]([NH:11][C@H:12]1[CH2:15][C@@H:14]([C:16]([OH:18])=O)[C:13]1([CH3:20])[CH3:19])=[O:10])[C:2]1[CH:7]=[CH:6][CH:5]=[CH:4][CH:3]=1.[CH:21]1[CH:22]=CC2N(O)N=[N:27][C:25]=2[CH:26]=1.N1CCCC1.CCN(CC)CC. The catalyst is C(Cl)Cl. The product is [CH3:19][C:13]1([CH3:20])[C@H:14]([C:16]([N:27]2[CH2:22][CH2:21][CH2:26][CH2:25]2)=[O:18])[CH2:15][C@@H:12]1[NH:11][C:9](=[O:10])[O:8][CH2:1][C:2]1[CH:3]=[CH:4][CH:5]=[CH:6][CH:7]=1. The yield is 0.775. (4) The reactants are Br[C:2]1[CH:3]=[CH:4][C:5]2[O:9][C:8]([C:10]([O:12][CH3:13])=[O:11])=[C:7]([CH3:14])[C:6]=2[CH:15]=1.[NH:16]1[CH2:21][CH2:20][O:19][CH2:18][CH2:17]1.C(=O)([O-])[O-].[Cs+].[Cs+].CC1(C)C2C=CC=C(P(C3C=CC=CC=3)C3C=CC=CC=3)C=2OC2C1=CC=CC=2P(C1C=CC=CC=1)C1C=CC=CC=1. The catalyst is C1(C)C=CC=CC=1.C1C=CC(/C=C/C(/C=C/C2C=CC=CC=2)=O)=CC=1.C1C=CC(/C=C/C(/C=C/C2C=CC=CC=2)=O)=CC=1.C1C=CC(/C=C/C(/C=C/C2C=CC=CC=2)=O)=CC=1.[Pd].[Pd]. The product is [CH3:14][C:7]1[C:6]2[CH:15]=[C:2]([N:16]3[CH2:21][CH2:20][O:19][CH2:18][CH2:17]3)[CH:3]=[CH:4][C:5]=2[O:9][C:8]=1[C:10]([O:12][CH3:13])=[O:11]. The yield is 0.130.